From a dataset of Peptide-MHC class I binding affinity with 185,985 pairs from IEDB/IMGT. Regression. Given a peptide amino acid sequence and an MHC pseudo amino acid sequence, predict their binding affinity value. This is MHC class I binding data. (1) The peptide sequence is GETPIAYRNV. The MHC is HLA-B44:03 with pseudo-sequence HLA-B44:03. The binding affinity (normalized) is 0.0729. (2) The peptide sequence is GQRVYSWVY. The MHC is HLA-B39:01 with pseudo-sequence HLA-B39:01. The binding affinity (normalized) is 0.0847. (3) The peptide sequence is ELDDLLVDL. The MHC is HLA-A02:02 with pseudo-sequence HLA-A02:02. The binding affinity (normalized) is 0.520.